The task is: Predict the reactants needed to synthesize the given product.. This data is from Full USPTO retrosynthesis dataset with 1.9M reactions from patents (1976-2016). (1) The reactants are: [C:1]([O:5][C:6]([NH:8][C@@H:9]([CH2:13][C:14]([F:17])([F:16])[CH3:15])[C:10]([OH:12])=O)=[O:7])([CH3:4])([CH3:3])[CH3:2].[CH:18]1C=[N:22][C:21]2N(O)N=[N:26][C:20]=2[CH:19]=1.CCN=C=NCCCN(C)C. Given the product [C:21]([C:20]1([NH:26][C:10]([C@@H:9]([NH:8][C:6](=[O:7])[O:5][C:1]([CH3:2])([CH3:3])[CH3:4])[CH2:13][C:14]([F:17])([F:16])[CH3:15])=[O:12])[CH2:19][CH2:18]1)#[N:22], predict the reactants needed to synthesize it. (2) The reactants are: F[C:2]1[CH:7]=[CH:6][C:5]([C:8]2[O:9][C:10]3[CH:16]=[CH:15][CH:14]=[CH:13][C:11]=3[N:12]=2)=[CH:4][C:3]=1[N+:17]([O-])=O.C(=O)([O-])[O-].[K+].[K+].[C:26]1([CH2:32][CH2:33][CH2:34][NH2:35])[CH:31]=[CH:30][CH:29]=[CH:28][CH:27]=1.[H][H].CO[C:40](OC)(OC)[CH3:41]. Given the product [O:9]1[C:10]2[CH:16]=[CH:15][CH:14]=[CH:13][C:11]=2[N:12]=[C:8]1[C:5]1[CH:6]=[CH:7][C:2]2[N:35]([CH2:34][CH2:33][CH2:32][C:26]3[CH:31]=[CH:30][CH:29]=[CH:28][CH:27]=3)[C:40]([CH3:41])=[N:17][C:3]=2[CH:4]=1, predict the reactants needed to synthesize it.